Dataset: Reaction yield outcomes from USPTO patents with 853,638 reactions. Task: Predict the reaction yield, written as a fraction of the theoretical maximum amount of product (1.0 means a 100% yield; for example, 0.34 means a 34% yield). (1) The reactants are [F:1][C:2]([F:15])([F:14])[C:3]1[CH:4]=[C:5]([CH:7]=[C:8]([C:10]([F:13])([F:12])[F:11])[CH:9]=1)[NH2:6].C(OC([NH:23][C@H:24]([C:32](O)=[O:33])[CH2:25][C:26]1[CH:31]=[CH:30][CH:29]=[CH:28][CH:27]=1)=O)(C)(C)C.P(Cl)(Cl)Cl.C(=O)([O-])O.[Na+]. The catalyst is C1(C)C=CC=CC=1. The product is [NH2:23][C@@H:24]([CH2:25][C:26]1[CH:31]=[CH:30][CH:29]=[CH:28][CH:27]=1)[C:32]([NH:6][C:5]1[CH:4]=[C:3]([C:2]([F:14])([F:15])[F:1])[CH:9]=[C:8]([C:10]([F:11])([F:12])[F:13])[CH:7]=1)=[O:33]. The yield is 0.929. (2) The catalyst is C(O)C. The product is [NH2:22][C:20]1[C:19]([O:25][CH2:26][CH:27]([CH2:32][CH3:33])[CH2:28][CH2:29][CH2:30][CH3:31])=[CH:18][C:7](/[CH:8]=[CH:9]/[C:10]2[CH:17]=[CH:16][C:13]([C:14]#[N:15])=[CH:12][CH:11]=2)=[C:6]([O:5][CH2:4][CH:3]([CH2:1][CH3:2])[CH2:34][CH2:35][CH2:36][CH3:37])[CH:21]=1. The reactants are [CH2:1]([CH:3]([CH2:34][CH2:35][CH2:36][CH3:37])[CH2:4][O:5][C:6]1[CH:21]=[C:20]([N+:22]([O-])=O)[C:19]([O:25][CH2:26][CH:27]([CH2:32][CH3:33])[CH2:28][CH2:29][CH2:30][CH3:31])=[CH:18][C:7]=1/[CH:8]=[CH:9]/[C:10]1[CH:17]=[CH:16][C:13]([C:14]#[N:15])=[CH:12][CH:11]=1)[CH3:2].[Sn](Cl)Cl. The yield is 0.560. (3) The reactants are [CH3:1][O:2][C:3]([NH:5][C@@H:6]([CH:20]([CH3:22])[CH3:21])[C:7]([N:9]1[C@@H:13]([CH3:14])[CH2:12][CH2:11][C@H:10]1[C:15]([O:17]CC)=[O:16])=[O:8])=[O:4].[Li+].[OH-]. The catalyst is CO. The product is [CH3:1][O:2][C:3]([NH:5][C@@H:6]([CH:20]([CH3:22])[CH3:21])[C:7]([N:9]1[C@@H:13]([CH3:14])[CH2:12][CH2:11][C@H:10]1[C:15]([OH:17])=[O:16])=[O:8])=[O:4]. The yield is 0.560. (4) The reactants are Cl[C:2]1[C:7]([C:8]2[CH:13]=[CH:12][C:11]([F:14])=[CH:10][CH:9]=2)=[N:6][CH:5]=[CH:4][N:3]=1.[CH3:15][O-:16].[Na+].CO. The catalyst is O. The product is [F:14][C:11]1[CH:12]=[CH:13][C:8]([C:7]2[C:2]([O:16][CH3:15])=[N:3][CH:4]=[CH:5][N:6]=2)=[CH:9][CH:10]=1. The yield is 0.960. (5) The reactants are CC1C2C(=CC=C(C(NN)=O)C=2)NN=1.[CH3:15][C:16]1[C:24]2[C:19](=[CH:20][CH:21]=[C:22]([C:25]([NH:27][NH:28][C:29]([NH:31][CH2:32][CH2:33][C:34]3[CH:39]=[CH:38][CH:37]=[CH:36][CH:35]=3)=[S:30])=O)[CH:23]=2)[NH:18][N:17]=1.C(N=C=S)CC1C=CC=CC=1. The catalyst is C(O)C. The product is [CH3:15][C:16]1[C:24]2[C:19](=[CH:20][CH:21]=[C:22]([C:25]3[S:30][C:29]([NH:31][CH2:32][CH2:33][C:34]4[CH:39]=[CH:38][CH:37]=[CH:36][CH:35]=4)=[N:28][N:27]=3)[CH:23]=2)[NH:18][N:17]=1. The yield is 0.130.